Dataset: Reaction yield outcomes from USPTO patents with 853,638 reactions. Task: Predict the reaction yield, written as a fraction of the theoretical maximum amount of product (1.0 means a 100% yield; for example, 0.34 means a 34% yield). (1) The catalyst is C(OCC)C.CC([O-])=O.CC([O-])=O.[Pd+2]. The yield is 0.496. The product is [CH:13]1([C:2]([CH3:15])([CH3:1])[C:3]([O:5][CH2:6][C:7]2[CH:12]=[CH:11][CH:10]=[CH:9][CH:8]=2)=[O:4])[CH2:18][CH2:14]1. The reactants are [CH3:1][C:2]([CH3:15])([CH:13]=[CH2:14])[C:3]([O:5][CH2:6][C:7]1[CH:12]=[CH:11][CH:10]=[CH:9][CH:8]=1)=[O:4].[N+](=[CH2:18])=[N-]. (2) The reactants are [C:1]([C:5]1[CH:12]=[CH:11][C:8]([C:9]#N)=[C:7]([O:13][CH2:14][CH3:15])[N:6]=1)([CH3:4])([CH3:3])[CH3:2].[OH-:16].[K+].C(O)C.[OH2:21]. No catalyst specified. The product is [C:1]([C:5]1[CH:12]=[CH:11][C:8]([C:9]([OH:21])=[O:16])=[C:7]([O:13][CH2:14][CH3:15])[N:6]=1)([CH3:4])([CH3:3])[CH3:2]. The yield is 0.950. (3) The reactants are [C:1]([NH:5][S:6]([CH2:9][CH2:10][CH2:11]Cl)(=[O:8])=[O:7])([CH3:4])([CH3:3])[CH3:2].[CH2:13]([Li])CCC.CI. The catalyst is C1COCC1. The product is [C:1]([NH:5][S:6]([C:9]1([CH3:13])[CH2:11][CH2:10]1)(=[O:8])=[O:7])([CH3:4])([CH3:3])[CH3:2]. The yield is 0.810. (4) The reactants are [C:1]([O:5][C:6]([C@H:8]1[CH2:10][C@@H:9]1[CH:11]=[CH:12][C:13]([O:15][CH2:16][CH3:17])=[O:14])=[O:7])([CH3:4])([CH3:3])[CH3:2].[CH3:18]N(C)C(=N)N(C)C.[N+:26]([CH3:29])([O-:28])=[O:27]. No catalyst specified. The product is [C:1]([O:5][C:6]([C@H:8]1[CH2:10][C@@H:9]1[CH:11]([CH2:18][CH2:29][N+:26]([O-:28])=[O:27])[CH2:12][C:13]([O:15][CH2:16][CH3:17])=[O:14])=[O:7])([CH3:4])([CH3:3])[CH3:2]. The yield is 0.872.